Dataset: Reaction yield outcomes from USPTO patents with 853,638 reactions. Task: Predict the reaction yield, written as a fraction of the theoretical maximum amount of product (1.0 means a 100% yield; for example, 0.34 means a 34% yield). (1) The reactants are [CH3:1][O:2][C:3](=[O:22])[CH:4]([C:11]1[CH:16]=[CH:15][C:14](F)=[C:13]([C:18]([F:21])([F:20])[F:19])[CH:12]=1)[CH2:5][CH:6]1[CH2:10][CH2:9][CH2:8][CH2:7]1.[CH3:23][S-:24].[Na+].Cl. The catalyst is CN(C)C=O. The product is [CH3:1][O:2][C:3](=[O:22])[CH:4]([C:11]1[CH:16]=[CH:15][C:14]([S:24][CH3:23])=[C:13]([C:18]([F:21])([F:20])[F:19])[CH:12]=1)[CH2:5][CH:6]1[CH2:10][CH2:9][CH2:8][CH2:7]1. The yield is 0.355. (2) The reactants are [I:1]Cl.[Cl:3][C:4]1[CH:9]=[C:8]([C:10]([F:13])([F:12])[F:11])[CH:7]=[CH:6][C:5]=1[NH2:14].[OH-].[Na+]. The catalyst is Cl.O. The product is [Cl:3][C:4]1[CH:9]=[C:8]([C:10]([F:12])([F:13])[F:11])[CH:7]=[C:6]([I:1])[C:5]=1[NH2:14]. The yield is 0.970. (3) The catalyst is C1COCC1. The yield is 0.760. The reactants are [Br:1][C:2]1[CH:3]=[C:4]([CH2:8][CH2:9][CH2:10][CH2:11][OH:12])[CH:5]=[CH:6][CH:7]=1.[C:13]1([CH3:23])[CH:18]=[CH:17][C:16]([S:19](Cl)(=[O:21])=[O:20])=[CH:15][CH:14]=1.C(N(CC)CC)C.[NH4+].[Cl-]. The product is [Br:1][C:2]1[CH:3]=[C:4]([CH2:8][CH2:9][CH2:10][CH2:11][O:12][S:19]([C:16]2[CH:17]=[CH:18][C:13]([CH3:23])=[CH:14][CH:15]=2)(=[O:21])=[O:20])[CH:5]=[CH:6][CH:7]=1. (4) The reactants are [ClH:1].Cl.C([O:10][C:11]1[CH:35]=[CH:34][C:14]2[N:15]=[C:16]([N:18]3[CH2:23][CH2:22][N:21](C=O)[CH2:20][CH:19]3[CH2:26][O:27][C:28]3[CH:29]=[N:30][CH:31]=[CH:32][CH:33]=3)[S:17][C:13]=2[CH:12]=1)C1C=CC=CC=1.Cl.O. The catalyst is CCO. The product is [ClH:1].[ClH:1].[ClH:1].[N:30]1[CH:31]=[CH:32][CH:33]=[C:28]([O:27][CH2:26][CH:19]2[CH2:20][NH:21][CH2:22][CH2:23][N:18]2[C:16]2[S:17][C:13]3[CH:12]=[C:11]([OH:10])[CH:35]=[CH:34][C:14]=3[N:15]=2)[CH:29]=1. The yield is 0.670.